Task: Predict the reactants needed to synthesize the given product.. Dataset: Full USPTO retrosynthesis dataset with 1.9M reactions from patents (1976-2016) (1) The reactants are: Br[C:2]1[CH:7]=[CH:6][C:5]([Cl:8])=[C:4]([O:9][CH2:10][C:11]2[CH:16]=[CH:15][C:14]([O:17][CH3:18])=[CH:13][CH:12]=2)[CH:3]=1.C(O[B:23]([O:28][CH:29]([CH3:31])[CH3:30])[O:24][CH:25]([CH3:27])[CH3:26])(C)C.C([Li])CCC.OC(C(O)(C)C)(C)C. Given the product [Cl:8][C:5]1[CH:6]=[CH:7][C:2]([B:23]2[O:24][C:25]([CH3:26])([CH3:27])[C:29]([CH3:30])([CH3:31])[O:28]2)=[CH:3][C:4]=1[O:9][CH2:10][C:11]1[CH:16]=[CH:15][C:14]([O:17][CH3:18])=[CH:13][CH:12]=1, predict the reactants needed to synthesize it. (2) Given the product [S:1]([N:11]1[C:15]2=[N:16][CH:17]=[C:18]([CH:20]=[N:22][OH:23])[N:19]=[C:14]2[CH:13]=[CH:12]1)([C:4]1[CH:10]=[CH:9][C:7]([CH3:8])=[CH:6][CH:5]=1)(=[O:3])=[O:2], predict the reactants needed to synthesize it. The reactants are: [S:1]([N:11]1[C:15]2=[N:16][CH:17]=[C:18]([CH:20]=O)[N:19]=[C:14]2[CH:13]=[CH:12]1)([C:4]1[CH:10]=[CH:9][C:7]([CH3:8])=[CH:6][CH:5]=1)(=[O:3])=[O:2].[NH2:22][OH:23]. (3) Given the product [CH2:24]([N:26]([CH2:27][CH3:28])[C:21]([C:11]1[CH:12]=[C:13]([C:14]2[CH:19]=[N:18][C:17]([CH3:20])=[CH:16][N:15]=2)[N:9]([C:6]2[N:7]=[N:8][C:3]([O:2][CH3:1])=[CH:4][CH:5]=2)[N:10]=1)=[O:23])[CH3:25], predict the reactants needed to synthesize it. The reactants are: [CH3:1][O:2][C:3]1[N:8]=[N:7][C:6]([N:9]2[C:13]([C:14]3[CH:19]=[N:18][C:17]([CH3:20])=[CH:16][N:15]=3)=[CH:12][C:11]([C:21]([OH:23])=O)=[N:10]2)=[CH:5][CH:4]=1.[CH2:24]([NH:26][CH2:27][CH3:28])[CH3:25]. (4) Given the product [C:74]([CH2:73][C:69]1([N:67]2[CH:68]=[C:64]([C:63]3[C:58]4[CH:57]=[CH:56][N:55]([CH2:54][O:53][CH2:52][CH2:51][Si:50]([CH3:76])([CH3:49])[CH3:77])[C:59]=4[N:60]=[CH:61][N:62]=3)[CH:65]=[N:66]2)[CH2:70][N:71]([C:79]2[N:80]=[CH:81][C:82]([C:85]([O:87][CH3:88])=[O:86])=[N:83][CH:84]=2)[CH2:72]1)#[N:75], predict the reactants needed to synthesize it. The reactants are: C1C=CC(P(C2C=CC3C(=CC=CC=3)C=2C2C3C(=CC=CC=3)C=CC=2P(C2C=CC=CC=2)C2C=CC=CC=2)C2C=CC=CC=2)=CC=1.Cl.Cl.[CH3:49][Si:50]([CH3:77])([CH3:76])[CH2:51][CH2:52][O:53][CH2:54][N:55]1[C:59]2[N:60]=[CH:61][N:62]=[C:63]([C:64]3[CH:65]=[N:66][N:67]([C:69]4([CH2:73][C:74]#[N:75])[CH2:72][NH:71][CH2:70]4)[CH:68]=3)[C:58]=2[CH:57]=[CH:56]1.Cl[C:79]1[N:80]=[CH:81][C:82]([C:85]([O:87][CH3:88])=[O:86])=[N:83][CH:84]=1.C(=O)([O-])[O-].[Cs+].[Cs+].